From a dataset of Catalyst prediction with 721,799 reactions and 888 catalyst types from USPTO. Predict which catalyst facilitates the given reaction. (1) Reactant: Cl.C(OC([N:12]1[CH2:16][CH:15]([N:17]([CH3:19])[CH3:18])[CH2:14][N:13]1[C:20](=[O:29])[CH2:21][C:22]1[CH:27]=[CH:26][C:25]([F:28])=[CH:24][CH:23]=1)=O)C1C=CC=CC=1. Product: [CH3:19][N:17]([CH3:18])[CH:15]1[CH2:14][N:13]([C:20](=[O:29])[CH2:21][C:22]2[CH:27]=[CH:26][C:25]([F:28])=[CH:24][CH:23]=2)[NH:12][CH2:16]1. The catalyst class is: 19. (2) Reactant: [S:1]1[C:5]2[CH:6]=[C:7]([O:10][NH:11][C:12]([NH:14][C:15]([C:18]3[CH:23]=[CH:22][CH:21]=[CH:20][N:19]=3)([CH3:17])[CH3:16])=[O:13])[CH:8]=[CH:9][C:4]=2[N:3]=[CH:2]1.C(=O)([O-])[O-].[K+].[K+].[CH2:30](I)[CH3:31]. Product: [S:1]1[C:5]2[CH:6]=[C:7]([O:10][N:11]([CH2:30][CH3:31])[C:12]([NH:14][C:15]([C:18]3[CH:23]=[CH:22][CH:21]=[CH:20][N:19]=3)([CH3:17])[CH3:16])=[O:13])[CH:8]=[CH:9][C:4]=2[N:3]=[CH:2]1. The catalyst class is: 391. (3) The catalyst class is: 19. Product: [F:33][C:32]1[CH:31]=[C:8]([O:9][CH2:10][CH2:11][C@@H:12]2[CH2:14][C@@H:13]2[CH:15]2[CH2:16][CH2:17][NH:18][CH2:19][CH2:20]2)[C:7]([F:34])=[CH:6][C:5]=1[CH2:4][C:3]([N:2]([CH3:36])[CH3:1])=[O:35]. Reactant: [CH3:1][N:2]([CH3:36])[C:3](=[O:35])[CH2:4][C:5]1[C:32]([F:33])=[CH:31][C:8]([O:9][CH2:10][CH2:11][C@@H:12]2[CH2:14][C@@H:13]2[CH:15]2[CH2:20][CH2:19][N:18](C(OCC3C=CC=CC=3)=O)[CH2:17][CH2:16]2)=[C:7]([F:34])[CH:6]=1. (4) Reactant: [Br:1][C:2]1[CH:7]=[CH:6][C:5]([C@H:8](O)[CH2:9][CH2:10][C@H:11]([C:13]2[CH:18]=[CH:17][C:16]([Br:19])=[CH:15][CH:14]=2)O)=[CH:4][CH:3]=1.CCN(CC)CC.CS(Cl)(=O)=O.[C:33]([C:37]1[CH:43]=[CH:42][C:40]([NH2:41])=[CH:39][CH:38]=1)([CH3:36])([CH3:35])[CH3:34]. Product: [Br:1][C:2]1[CH:7]=[CH:6][C:5]([C@@H:8]2[CH2:9][CH2:10][C@@H:11]([C:13]3[CH:18]=[CH:17][C:16]([Br:19])=[CH:15][CH:14]=3)[N:41]2[C:40]2[CH:42]=[CH:43][C:37]([C:33]([CH3:36])([CH3:35])[CH3:34])=[CH:38][CH:39]=2)=[CH:4][CH:3]=1. The catalyst class is: 91.